This data is from Catalyst prediction with 721,799 reactions and 888 catalyst types from USPTO. The task is: Predict which catalyst facilitates the given reaction. (1) Reactant: [F:1][C:2]1[CH:7]=[CH:6][CH:5]=[C:4]([C:8]([CH3:10])=[CH2:9])[C:3]=1[N+:11]([O-])=O. Product: [F:1][C:2]1[CH:7]=[CH:6][CH:5]=[C:4]([CH:8]([CH3:10])[CH3:9])[C:3]=1[NH2:11]. The catalyst class is: 78. (2) Reactant: [CH2:1]([N:3]([CH2:18][CH3:19])[CH2:4][CH2:5][NH:6][C:7]([C:9]1[C:13]([CH3:14])=[C:12]([CH:15]=O)[NH:11][C:10]=1[CH3:17])=[O:8])[CH3:2].[F:20][C:21]1[CH:22]=[C:23]2[C:27](=[CH:28][CH:29]=1)[NH:26][C:25](=[O:30])[CH2:24]2.O1CCCC1.N1CCCC1. Product: [CH3:2][CH2:1][N:3]([CH2:4][CH2:5][NH:6][C:7]([C:9]1[C:13]([CH3:14])=[C:12](/[CH:15]=[C:24]2/[C:23]3[CH:22]=[C:21]([F:20])[CH:29]=[CH:28][C:27]=3[NH:26][C:25]/2=[O:30])[NH:11][C:10]=1[CH3:17])=[O:8])[CH2:18][CH3:19]. The catalyst class is: 12. (3) Reactant: [C:1]([O:5][C:6]([N:8]1[CH2:12][CH2:11][C@H:10]([O:13][Si:14]([C:17]([CH3:20])([CH3:19])[CH3:18])([CH3:16])[CH3:15])[C@H:9]1[C@@H:21](OS(C)(=O)=O)[CH3:22])=[O:7])([CH3:4])([CH3:3])[CH3:2].[N-:28]=[N+:29]=[N-:30].[Na+]. Product: [C:1]([O:5][C:6]([N:8]1[CH2:12][CH2:11][C@H:10]([O:13][Si:14]([C:17]([CH3:20])([CH3:19])[CH3:18])([CH3:16])[CH3:15])[C@H:9]1[C@H:21]([N:28]=[N+:29]=[N-:30])[CH3:22])=[O:7])([CH3:4])([CH3:3])[CH3:2]. The catalyst class is: 25. (4) Reactant: [CH3:1][C:2]1[CH:3]=[CH:4][C:5]([C:21]([NH:23][C:24]2[CH:25]=[C:26]([C:36]([F:39])([F:38])[F:37])[CH:27]=[C:28]([N:30]3[CH:34]=[N:33][C:32]([CH3:35])=[CH:31]3)[CH:29]=2)=[O:22])=[CH:6][C:7]=1[NH:8][C:9]1[N:10]=[CH:11][CH:12]=[C:13]([C:15]2[CH:16]=[CH:17][CH:18]=[N:19][CH:20]=2)[N:14]=1.[BrH:40]. Product: [CH3:1][C:2]1[CH:3]=[CH:4][C:5]([C:21]([NH:23][C:24]2[CH:25]=[C:26]([C:36]([F:38])([F:39])[F:37])[CH:27]=[C:28]([N:30]3[CH:34]=[N:33][C:32]([CH3:35])=[CH:31]3)[CH:29]=2)=[O:22])=[CH:6][C:7]=1[NH:8][C:9]1[N:10]=[CH:11][CH:12]=[C:13]([C:15]2[CH:16]=[CH:17][CH:18]=[N:19][CH:20]=2)[N:14]=1.[BrH:40]. The catalyst class is: 15. (5) Product: [Cl:1][C:2]1[CH:18]=[CH:17][C:5]([CH2:6][N:7]2[CH2:12][C@H:11]([CH3:13])[CH:10]([NH2:14])[CH2:9][C@H:8]2[CH3:16])=[CH:4][CH:3]=1. Reactant: [Cl:1][C:2]1[CH:18]=[CH:17][C:5]([CH2:6][N:7]2[CH2:12][C@H:11]([CH3:13])[C:10](=[N:14]O)[CH2:9][C@H:8]2[CH3:16])=[CH:4][CH:3]=1.[H-].[H-].[H-].[H-].[Li+].[Al+3]. The catalyst class is: 27. (6) Reactant: [Cl:1][CH2:2][C:3]([C:5]1[CH:10]=[CH:9][CH:8]=[CH:7][CH:6]=1)=[O:4].[S:11]1[CH:15]=[C:14]([C@@H:16]([NH:28][C:29]2[CH:34]=[CH:33][CH:32]=[CH:31][CH:30]=2)[C:17]([O:19][C@@H:20]2[CH:25]3[CH2:26][CH2:27][N:22]([CH2:23][CH2:24]3)[CH2:21]2)=[O:18])[C:13]2[CH:35]=[CH:36][CH:37]=[CH:38][C:12]1=2. Product: [Cl-:1].[S:11]1[CH:15]=[C:14]([C@@H:16]([NH:28][C:29]2[CH:34]=[CH:33][CH:32]=[CH:31][CH:30]=2)[C:17]([O:19][C@@H:20]2[CH:25]3[CH2:26][CH2:27][N+:22]([CH2:2][C:3](=[O:4])[C:5]4[CH:10]=[CH:9][CH:8]=[CH:7][CH:6]=4)([CH2:23][CH2:24]3)[CH2:21]2)=[O:18])[C:13]2[CH:35]=[CH:36][CH:37]=[CH:38][C:12]1=2. The catalyst class is: 23. (7) Product: [F:7][C:8]([F:19])([C:13]1[CH:14]=[CH:15][CH:16]=[CH:17][CH:18]=1)[CH2:9][OH:10]. The catalyst class is: 1. Reactant: [H-].[Al+3].[Li+].[H-].[H-].[H-].[F:7][C:8]([F:19])([C:13]1[CH:18]=[CH:17][CH:16]=[CH:15][CH:14]=1)[C:9](OC)=[O:10].